Predict the product of the given reaction. From a dataset of Forward reaction prediction with 1.9M reactions from USPTO patents (1976-2016). (1) Given the reactants [Cl:1][C:2]1[CH:26]=[CH:25][C:5]([C:6]([NH:8][CH:9]([C:19]2[CH:24]=[CH:23][CH:22]=[CH:21][CH:20]=2)[CH2:10][NH:11]C(=O)OC(C)(C)C)=[O:7])=[CH:4][C:3]=1[NH:27][C:28]([C:30]1[C:49](=[O:50])[NH:48][C:33]2[N:34]=[C:35]([NH:38][CH2:39][CH2:40][N:41]3[CH2:46][CH2:45][N:44]([CH3:47])[CH2:43][CH2:42]3)[N:36]=[CH:37][C:32]=2[CH:31]=1)=[O:29].Cl, predict the reaction product. The product is: [ClH:1].[NH2:11][CH2:10][CH:9]([NH:8][C:6]([C:5]1[CH:25]=[CH:26][C:2]([Cl:1])=[C:3]([NH:27][C:28]([C:30]2[C:49](=[O:50])[NH:48][C:33]3[N:34]=[C:35]([NH:38][CH2:39][CH2:40][N:41]4[CH2:46][CH2:45][N:44]([CH3:47])[CH2:43][CH2:42]4)[N:36]=[CH:37][C:32]=3[CH:31]=2)=[O:29])[CH:4]=1)=[O:7])[C:19]1[CH:24]=[CH:23][CH:22]=[CH:21][CH:20]=1. (2) Given the reactants [Cl:1][C:2]1[CH:11]=[CH:10][CH:9]=[C:8]2[C:3]=1[C:4](=[O:21])[N:5]([C:14]1[CH:19]=[CH:18][CH:17]=[CH:16][C:15]=1[CH3:20])[C:6]([CH2:12]Cl)=[N:7]2.[N:22]1[C:30]([NH2:31])=[C:29]2[C:25]([N:26]=[CH:27][NH:28]2)=[N:24][CH:23]=1.C([O-])([O-])=O.[K+].[K+], predict the reaction product. The product is: [NH2:31][C:30]1[N:22]=[CH:23][N:24]=[C:25]2[C:29]=1[N:28]=[CH:27][N:26]2[CH2:12][C:6]1[N:5]([C:14]2[CH:19]=[CH:18][CH:17]=[CH:16][C:15]=2[CH3:20])[C:4](=[O:21])[C:3]2[C:8](=[CH:9][CH:10]=[CH:11][C:2]=2[Cl:1])[N:7]=1. (3) Given the reactants C(NC(C)C)(C)C.[CH2:8]([Li])[CH2:9][CH2:10][CH3:11].[O:13]=[C:14]1[C:23]2[CH:22]=[C:21]([C:24]([O:26][CH3:27])=[O:25])[CH:20]=[CH:19][C:18]=2CCC1.CI, predict the reaction product. The product is: [CH3:11][CH:10]1[C:14](=[O:13])[C:23]2[CH:22]=[C:21]([C:24]([O:26][CH3:27])=[O:25])[CH:20]=[CH:19][C:18]=2[CH2:8][CH2:9]1. (4) The product is: [NH2:8][C:9]1[C:13]2=[N:14][CH:15]=[C:16]([CH:18]3[CH2:23][CH2:22][O:21][CH2:20][CH2:19]3)[CH:17]=[C:12]2[S:11][C:10]=1[C:24]([O:26][CH3:27])=[O:25]. Given the reactants C(OC([NH:8][C:9]1[C:13]2=[N:14][CH:15]=[C:16]([CH:18]3[CH2:23][CH2:22][O:21][CH2:20][CH2:19]3)[CH:17]=[C:12]2[S:11][C:10]=1[C:24]([O:26][CH3:27])=[O:25])=O)(C)(C)C.C(O)(C(F)(F)F)=O, predict the reaction product. (5) Given the reactants [Cl:1][C:2]1[N:7]=[C:6]([C:8]([OH:10])=O)[CH:5]=[N:4][CH:3]=1.[C:11](Cl)(=[O:15])C(Cl)=O.[CH3:17][N:18](C=O)C.Cl.CN(C)O, predict the reaction product. The product is: [Cl:1][C:2]1[N:7]=[C:6]([C:8]([N:18]([O:15][CH3:11])[CH3:17])=[O:10])[CH:5]=[N:4][CH:3]=1. (6) Given the reactants S(Cl)(Cl)=O.[NH2:5][CH:6]1[CH2:11][CH2:10][CH:9]([C:12]([OH:14])=[O:13])[CH2:8][CH2:7]1.[C:15](=O)(O)[O-].[Na+], predict the reaction product. The product is: [NH2:5][CH:6]1[CH2:11][CH2:10][CH:9]([C:12]([O:14][CH3:15])=[O:13])[CH2:8][CH2:7]1. (7) Given the reactants Cl.CO[C:4](=[O:9])[CH:5]([NH2:8])[CH2:6][CH3:7].Cl.C(OC(=O)C(C)N)C.[Cl:19][C:20]1[CH:28]=[CH:27][C:23]([C:24]([OH:26])=O)=[CH:22][CH:21]=1.ClC1C=C(C=CC=1)C(O)=O.[Cl:39][C:40]1[CH:45]=[CH:44][C:43]([C:46]2(O)[CH2:51][CH2:50][NH:49][CH2:48][CH2:47]2)=[CH:42][CH:41]=1.Cl.ClC1C=CC(C2CCNCC2)=CC=1, predict the reaction product. The product is: [Cl:19][C:20]1[CH:21]=[CH:22][C:23]([C:24]([NH:8][CH:5]([CH2:6][CH3:7])[C:4]([N:49]2[CH2:50][CH2:51][C:46]([C:43]3[CH:42]=[CH:41][C:40]([Cl:39])=[CH:45][CH:44]=3)=[CH:47][CH2:48]2)=[O:9])=[O:26])=[CH:27][CH:28]=1. (8) The product is: [Cl:17][C:18]1[N:19]=[C:20]2[N:24]([C:25]=1[S:26]([NH:1][C:2]1[CH:3]=[C:4]3[C:8](=[CH:9][CH:10]=1)[N:7]([CH2:11][CH2:12][N:13]([CH3:15])[CH3:14])[C:6]([CH3:16])=[CH:5]3)(=[O:28])=[O:27])[CH:23]=[CH:22][S:21]2. Given the reactants [NH2:1][C:2]1[CH:3]=[C:4]2[C:8](=[CH:9][CH:10]=1)[N:7]([CH2:11][CH2:12][N:13]([CH3:15])[CH3:14])[C:6]([CH3:16])=[CH:5]2.[Cl:17][C:18]1[N:19]=[C:20]2[N:24]([C:25]=1[S:26](Cl)(=[O:28])=[O:27])[CH:23]=[CH:22][S:21]2, predict the reaction product. (9) Given the reactants [H-].[Na+].[NH:3]1[C:11]2[C:6](=[CH:7][CH:8]=[CH:9][CH:10]=2)[C:5](C=O)=[CH:4]1.[Br:14][CH2:15][CH2:16][CH2:17]Br.Cl.CN([CH:23]=[O:24])C, predict the reaction product. The product is: [Br:14][CH2:15][CH2:16][CH2:17][N:3]1[C:11]2[C:6](=[CH:7][C:8]([CH:23]=[O:24])=[CH:9][CH:10]=2)[CH:5]=[CH:4]1.